Predict the reaction yield, written as a fraction of the theoretical maximum amount of product (1.0 means a 100% yield; for example, 0.34 means a 34% yield). From a dataset of Reaction yield outcomes from USPTO patents with 853,638 reactions. (1) The reactants are [CH2:1]([O:3][C:4](=[O:24])[CH2:5][C@@H:6]([NH:13][C:14]1[C:19]([N+:20]([O-])=O)=[CH:18][CH:17]=[C:16]([CH3:23])[N:15]=1)[C:7]1[CH:12]=[CH:11][CH:10]=[CH:9][CH:8]=1)[CH3:2]. The catalyst is CO.[Pd]. The product is [CH2:1]([O:3][C:4](=[O:24])[CH2:5][C@@H:6]([NH:13][C:14]1[C:19]([NH2:20])=[CH:18][CH:17]=[C:16]([CH3:23])[N:15]=1)[C:7]1[CH:8]=[CH:9][CH:10]=[CH:11][CH:12]=1)[CH3:2]. The yield is 1.00. (2) The reactants are [O:1]1[CH2:6][CH2:5][CH2:4][CH2:3][CH:2]1[O:7][CH2:8][CH2:9][O:10][CH2:11][CH2:12][O:13][C:14]1[CH:19]=[CH:18][C:17]([NH2:20])=[CH:16][CH:15]=1.Br[C:22]1[CH:23]=[C:24]([CH:29]=[CH:30][C:31]=1[C:32]1([CH3:37])[O:36][CH2:35][CH2:34][O:33]1)[C:25]([O:27][CH3:28])=[O:26]. No catalyst specified. The product is [CH3:37][C:32]1([C:31]2[CH:30]=[CH:29][C:24]([C:25]([O:27][CH3:28])=[O:26])=[CH:23][C:22]=2[NH:20][C:17]2[CH:16]=[CH:15][C:14]([O:13][CH2:12][CH2:11][O:10][CH2:9][CH2:8][O:7][CH:2]3[CH2:3][CH2:4][CH2:5][CH2:6][O:1]3)=[CH:19][CH:18]=2)[O:33][CH2:34][CH2:35][O:36]1. The yield is 0.870.